From a dataset of Peptide-MHC class I binding affinity with 185,985 pairs from IEDB/IMGT. Regression. Given a peptide amino acid sequence and an MHC pseudo amino acid sequence, predict their binding affinity value. This is MHC class I binding data. (1) The MHC is HLA-B51:01 with pseudo-sequence HLA-B51:01. The binding affinity (normalized) is 0.298. The peptide sequence is EPGPSGLLI. (2) The peptide sequence is EMADYIFFV. The MHC is HLA-A02:19 with pseudo-sequence HLA-A02:19. The binding affinity (normalized) is 1.00. (3) The peptide sequence is YSHLLPTQR. The MHC is HLA-A03:01 with pseudo-sequence HLA-A03:01. The binding affinity (normalized) is 0.233. (4) The peptide sequence is MLVCGDDLVV. The MHC is HLA-A02:03 with pseudo-sequence HLA-A02:03. The binding affinity (normalized) is 0.572.